This data is from Reaction yield outcomes from USPTO patents with 853,638 reactions. The task is: Predict the reaction yield, written as a fraction of the theoretical maximum amount of product (1.0 means a 100% yield; for example, 0.34 means a 34% yield). (1) The reactants are [NH2:1][C@H:2]([C:5]1[N:14]([C:15]2[CH:20]=[CH:19][CH:18]=[CH:17][CH:16]=2)[C:13](=[O:21])[C:12]2[C:7](=[CH:8][CH:9]=[CH:10][C:11]=2[F:22])[N:6]=1)[CH2:3][CH3:4].Cl[C:24]1[N:29]=[CH:28][N:27]=[C:26]([NH2:30])[C:25]=1[C:31]1[O:32][C:33]([CH3:36])=[N:34][N:35]=1.CCN(C(C)C)C(C)C.CCOC(C)=O. The catalyst is CCCCO. The product is [NH2:30][C:26]1[N:27]=[CH:28][N:29]=[C:24]([NH:1][C@H:2]([C:5]2[N:14]([C:15]3[CH:16]=[CH:17][CH:18]=[CH:19][CH:20]=3)[C:13](=[O:21])[C:12]3[C:7](=[CH:8][CH:9]=[CH:10][C:11]=3[F:22])[N:6]=2)[CH2:3][CH3:4])[C:25]=1[C:31]1[O:32][C:33]([CH3:36])=[N:34][N:35]=1. The yield is 0.610. (2) The reactants are [Cl:1][C:2]1[CH:3]=[C:4]([NH:18][C:19]2[N:23]=[C:22]([NH2:24])[NH:21][N:20]=2)[CH:5]=[C:6]([Cl:17])[C:7]=1[S:8][C:9]1[CH:14]=[CH:13][C:12]([O:15][CH3:16])=[CH:11][CH:10]=1.OOS([O-])=O.[K+].CO.[OH-:33].[NH4+].C[OH:36].ClCCl. No catalyst specified. The product is [Cl:17][C:6]1[CH:5]=[C:4]([NH:18][C:19]2[N:23]=[C:22]([NH2:24])[NH:21][N:20]=2)[CH:3]=[C:2]([Cl:1])[C:7]=1[S:8]([C:9]1[CH:10]=[CH:11][C:12]([O:15][CH3:16])=[CH:13][CH:14]=1)(=[O:36])=[O:33]. The yield is 0.0600.